Dataset: Forward reaction prediction with 1.9M reactions from USPTO patents (1976-2016). Task: Predict the product of the given reaction. Given the reactants [CH:1]1([Mg]Br)[CH2:3][CH2:2]1.[Cl:6][C:7]1[CH:8]=[CH:9][C:10]([C:29](OC)=[O:30])=[C:11]2[C:15]=1[N:14]=[C:13]1[N:16]([C:20]3[C:25]([CH3:26])=[CH:24][C:23]([Cl:27])=[CH:22][C:21]=3[Cl:28])[CH2:17][CH2:18][CH2:19][N:12]21.O1[CH2:37][CH2:36][CH2:35]C1, predict the reaction product. The product is: [Cl:6][C:7]1[C:15]2[N:14]=[C:13]3[N:16]([C:20]4[C:25]([CH3:26])=[CH:24][C:23]([Cl:27])=[CH:22][C:21]=4[Cl:28])[CH2:17][CH2:18][CH2:19][N:12]3[C:11]=2[C:10]([C:29]([CH:35]2[CH2:36][CH2:37]2)([CH:1]2[CH2:3][CH2:2]2)[OH:30])=[CH:9][CH:8]=1.